From a dataset of Full USPTO retrosynthesis dataset with 1.9M reactions from patents (1976-2016). Predict the reactants needed to synthesize the given product. Given the product [OH:21][CH2:20][C@@H:5]1[CH2:4][C@H:3]([O:2][CH3:1])[CH2:8][CH2:7][C@@H:6]1[NH:9][C:10](=[O:19])[O:11][CH2:12][C:13]1[CH:14]=[CH:15][CH:16]=[CH:17][CH:18]=1, predict the reactants needed to synthesize it. The reactants are: [CH3:1][O:2][C@@H:3]1[CH2:8][CH2:7][C@H:6]([NH:9][C:10](=[O:19])[O:11][CH2:12][C:13]2[CH:18]=[CH:17][CH:16]=[CH:15][CH:14]=2)[C@H:5]([CH2:20][O:21]C(C2C=CC=CC=2)(C2C=CC=CC=2)C2C=CC=CC=2)[CH2:4]1.